Dataset: Reaction yield outcomes from USPTO patents with 853,638 reactions. Task: Predict the reaction yield, written as a fraction of the theoretical maximum amount of product (1.0 means a 100% yield; for example, 0.34 means a 34% yield). (1) The reactants are [F:1][C:2]1[CH:7]=[C:6]([S:8][CH3:9])[CH:5]=[CH:4][C:3]=1[NH:10][C:11]1[N:15]2[CH:16]=[N:17][CH:18]=[CH:19][C:14]2=[CH:13][C:12]=1[C:20](O)=[O:21].[CH3:23][C:24]1([CH3:32])[O:28][C@@H:27]([CH2:29][O:30][NH2:31])[CH2:26][O:25]1.C1C=CC2N(O)N=NC=2C=1.CCN=C=NCCCN(C)C.Cl.CCN(C(C)C)C(C)C. The catalyst is CN(C=O)C. The product is [CH3:23][C:24]1([CH3:32])[O:28][C@@H:27]([CH2:29][O:30][NH:31][C:20]([C:12]2[CH:13]=[C:14]3[CH:19]=[CH:18][N:17]=[CH:16][N:15]3[C:11]=2[NH:10][C:3]2[CH:4]=[CH:5][C:6]([S:8][CH3:9])=[CH:7][C:2]=2[F:1])=[O:21])[CH2:26][O:25]1. The yield is 0.610. (2) The reactants are [CH3:1][O:2][CH:3]1[CH2:6][N:5]([C:7]([N:9]2[CH2:14][CH:13]([C:15]3[CH:20]=[CH:19][C:18]([C:21]([F:24])([F:23])[F:22])=[CH:17][CH:16]=3)[CH2:12][CH:11]([C:25]([OH:27])=O)[CH2:10]2)=[O:8])[CH2:4]1.O[N:29]=[C:30]([NH2:35])[CH2:31][CH2:32][O:33][CH3:34]. No catalyst specified. The product is [CH3:1][O:2][CH:3]1[CH2:6][N:5]([C:7]([N:9]2[CH2:14][CH:13]([C:15]3[CH:20]=[CH:19][C:18]([C:21]([F:23])([F:22])[F:24])=[CH:17][CH:16]=3)[CH2:12][CH:11]([C:25]3[O:27][N:35]=[C:30]([CH2:31][CH2:32][O:33][CH3:34])[N:29]=3)[CH2:10]2)=[O:8])[CH2:4]1. The yield is 0.440.